From a dataset of Reaction yield outcomes from USPTO patents with 853,638 reactions. Predict the reaction yield, written as a fraction of the theoretical maximum amount of product (1.0 means a 100% yield; for example, 0.34 means a 34% yield). (1) The reactants are Cl.FC1C=C(C=CC=1)CN1C=C(C2C3C(=NC=C(C4C=CC(C5CCNCC5)=CC=4)C=3)N(S(C3C=CC(C)=CC=3)(=O)=O)C=2)C=N1.[CH3:46][O:47][C:48]1[CH:49]=[C:50]([CH:95]=[CH:96][CH:97]=1)[CH2:51][N:52]1[CH:56]=[C:55]([C:57]2[C:65]3[C:60](=[N:61][CH:62]=[C:63]([C:66]4[CH:71]=[CH:70][C:69]([CH:72]5[CH2:77][CH2:76][N:75]([C:78]([O:80][C:81]([CH3:84])([CH3:83])[CH3:82])=[O:79])[CH2:74][CH2:73]5)=[CH:68][CH:67]=4)[CH:64]=3)[N:59](S(C3C=CC(C)=CC=3)(=O)=O)[CH:58]=2)[CH:54]=[N:53]1.[OH-].[Li+]. The catalyst is C1COCC1.CO.O. The product is [CH3:46][O:47][C:48]1[CH:49]=[C:50]([CH:95]=[CH:96][CH:97]=1)[CH2:51][N:52]1[CH:56]=[C:55]([C:57]2[C:65]3[C:60](=[N:61][CH:62]=[C:63]([C:66]4[CH:67]=[CH:68][C:69]([CH:72]5[CH2:77][CH2:76][N:75]([C:78]([O:80][C:81]([CH3:84])([CH3:82])[CH3:83])=[O:79])[CH2:74][CH2:73]5)=[CH:70][CH:71]=4)[CH:64]=3)[NH:59][CH:58]=2)[CH:54]=[N:53]1. The yield is 0.910. (2) The reactants are Br[CH2:2][C:3]([C:5]1[CH:10]=[CH:9][CH:8]=[CH:7][C:6]=1[O:11][CH3:12])=O.[NH2:13][C:14]([NH2:16])=[S:15]. The catalyst is C(O)C. The product is [CH3:12][O:11][C:6]1[CH:7]=[CH:8][CH:9]=[CH:10][C:5]=1[C:3]1[N:13]=[C:14]([NH2:16])[S:15][CH:2]=1. The yield is 0.920. (3) The reactants are [CH2:1]([C:3]1[N:7]2[CH:8]=[CH:9][CH:10]=[C:11]([C:12]([F:15])([F:14])[F:13])[C:6]2=[N:5][C:4]=1C([O-])=O)[CH3:2].C([N:21]([CH2:24]C)CC)C.C1(P(N=[N+]=[N-])(C2C=CC=CC=2)=[O:33])C=CC=CC=1.[C:43]([OH:47])([CH3:46])([CH3:45])[CH3:44]. No catalyst specified. The product is [CH2:1]([C:3]1[N:7]2[CH:8]=[CH:9][CH:10]=[C:11]([C:12]([F:13])([F:14])[F:15])[C:6]2=[N:5][C:4]=1[NH:21][C:24](=[O:33])[O:47][C:43]([CH3:46])([CH3:45])[CH3:44])[CH3:2]. The yield is 0.570. (4) The reactants are C(OC([N:11]1[CH2:15][CH:14]2[CH2:16][CH:17]([CH2:19][O:20][C:21]3[CH:30]=[C:29]4[C:24]([C:25]([O:31][C:32]5[CH:37]=[CH:36][C:35]([N+:38]([O-:40])=[O:39])=[CH:34][C:33]=5[F:41])=[CH:26][CH:27]=[N:28]4)=[CH:23][C:22]=3[O:42][CH3:43])[CH2:18][CH:13]2[CH2:12]1)=O)C1C=CC=CC=1.Br. The catalyst is C(O)(=O)C.CCOC(C)=O. The product is [F:41][C:33]1[CH:34]=[C:35]([N+:38]([O-:40])=[O:39])[CH:36]=[CH:37][C:32]=1[O:31][C:25]1[C:24]2[C:29](=[CH:30][C:21]([O:20][CH2:19][CH:17]3[CH2:18][CH:13]4[CH2:12][NH:11][CH2:15][CH:14]4[CH2:16]3)=[C:22]([O:42][CH3:43])[CH:23]=2)[N:28]=[CH:27][CH:26]=1. The yield is 0.950. (5) The reactants are [C:1]([O:5][C:6]([N:8]1[CH2:11][CH:10]([C:12]2[CH2:13][CH2:14][O:15][CH2:16][CH:17]=2)[CH2:9]1)=[O:7])([CH3:4])([CH3:3])[CH3:2]. The catalyst is [Pd]. The product is [C:1]([O:5][C:6]([N:8]1[CH2:11][CH:10]([CH:12]2[CH2:13][CH2:14][O:15][CH2:16][CH2:17]2)[CH2:9]1)=[O:7])([CH3:4])([CH3:2])[CH3:3]. The yield is 0.920. (6) The reactants are Br[C:2]1[N:3]=[C:4]2[N:11]([CH2:12][CH3:13])[CH2:10][C:9](=[O:14])[NH:8][C:5]2=[N:6][CH:7]=1.BrCC([NH:19][C:20]1[C:25](Br)=NC(Br)=[CH:22][N:21]=1)=O.C(N([CH:34]([CH3:36])[CH3:35])CC)(C)C.[ClH:37].[CH2:38](N)[CH3:39].C(#[N:43])C. No catalyst specified. The product is [ClH:37].[N:43]1[N:19]=[C:20]([C:25]2[CH:35]=[CH:34][C:36]([C:2]3[N:3]=[C:4]4[N:11]([CH2:12][CH3:13])[CH2:10][C:9](=[O:14])[NH:8][C:5]4=[N:6][CH:7]=3)=[CH:39][CH:38]=2)[NH:21][CH:22]=1. The yield is 0.360. (7) The reactants are [N+:1]([C:4]1[CH:12]=[C:11]2[C:7]([CH:8]=[CH:9][N:10]2[CH2:13][O:14][C:15]2[CH:16]=[C:17]([CH:20]=[CH:21][CH:22]=2)[C:18]#[N:19])=[CH:6][CH:5]=1)([O-])=O.C1COCC1.[NH4+].[Cl-].C([O-])(O)=O.[Na+]. The catalyst is [Fe].O. The product is [NH2:1][C:4]1[CH:12]=[C:11]2[C:7]([CH:8]=[CH:9][N:10]2[CH2:13][O:14][C:15]2[CH:16]=[C:17]([CH:20]=[CH:21][CH:22]=2)[C:18]#[N:19])=[CH:6][CH:5]=1. The yield is 0.650.